From a dataset of Catalyst prediction with 721,799 reactions and 888 catalyst types from USPTO. Predict which catalyst facilitates the given reaction. (1) Reactant: Cl[S:2]([N:5]=[C:6]=[O:7])(=[O:4])=[O:3].[NH:8]1[CH2:12][CH2:11][CH2:10][CH2:9]1.[C:13]([C:17]1[CH:21]=[C:20]([NH:22][C:23]([NH:25][C:26]2[C:35]3[C:30](=[CH:31][CH:32]=[CH:33][CH:34]=3)[CH:29]=[CH:28][CH:27]=2)=[O:24])[N:19]([C:36]2[CH:41]=[CH:40][CH:39]=[C:38]([OH:42])[CH:37]=2)[N:18]=1)([CH3:16])([CH3:15])[CH3:14].C(N(CC)CC)C.Cl.[Na+].[Cl-]. Product: [C:13]([C:17]1[CH:21]=[C:20]([NH:22][C:23]([NH:25][C:26]2[C:35]3[C:30](=[CH:31][CH:32]=[CH:33][CH:34]=3)[CH:29]=[CH:28][CH:27]=2)=[O:24])[N:19]([C:36]2[CH:37]=[C:38]([O:42][S:2](=[O:4])(=[O:3])[NH:5][C:6]([N:8]3[CH2:12][CH2:11][CH2:10][CH2:9]3)=[O:7])[CH:39]=[CH:40][CH:41]=2)[N:18]=1)([CH3:16])([CH3:14])[CH3:15]. The catalyst class is: 2. (2) Reactant: [CH:1]1([CH2:4][N:5]2[CH2:14][CH2:13][C@@:12]34[C:15]5[C:21]6[CH2:22][C@@H:6]2[C@@:7]23[CH2:34][CH2:33][C@:10]([O:35][CH3:36])([C@@H:11]4[O:17][C:16]=5[C:18]([O:23]CC3C=CC(OC)=CC=3)=[CH:19][CH:20]=6)[C@@H:9]([CH2:37][NH2:38])[CH2:8]2)[CH2:3][CH2:2]1.C(N(CC)CC)C.[C:46]1([CH3:56])[CH:51]=[CH:50][C:49]([S:52](Cl)(=[O:54])=[O:53])=[CH:48][CH:47]=1. Product: [CH:1]1([CH2:4][N:5]2[CH2:14][CH2:13][C@@:12]34[C:15]5[C:21]6[CH2:22][C@@H:6]2[C@@:7]23[CH2:34][CH2:33][C@:10]([O:35][CH3:36])([C@@H:11]4[O:17][C:16]=5[C:18]([OH:23])=[CH:19][CH:20]=6)[C@@H:9]([CH2:37][NH:38][S:52]([C:49]3[CH:50]=[CH:51][C:46]([CH3:56])=[CH:47][CH:48]=3)(=[O:54])=[O:53])[CH2:8]2)[CH2:2][CH2:3]1. The catalyst class is: 2. (3) Reactant: CC(=C)C.[C:5]1(=[O:11])[O:10][C:8](=[O:9])[CH:7]=[CH:6]1.NC1C=CC=CC=1[OH:19].C1(=O)OC(=O)C=C1.OC1C=CC=CC=1[NH:34][C:35](=[O:41])/[CH:36]=[CH:37]\[C:38](O)=[O:39]. Product: [C:35]1(=[O:41])[NH:34][C:38](=[O:39])[CH:37]=[CH:36]1.[C:5]([OH:10])(=[O:11])/[CH:6]=[CH:7]\[C:8]([OH:19])=[O:9]. The catalyst class is: 21. (4) Reactant: [C:1]([Cu])#[N:2].[CH2:4]([CH:11]1[N:16]([CH3:17])[C:15](=[O:18])[C:14](=[CH:19][C:20]2[CH:25]=[CH:24][CH:23]=[CH:22][C:21]=2Br)[N:13]([CH3:27])[C:12]1=[O:28])[C:5]1[CH:10]=[CH:9][CH:8]=[CH:7][CH:6]=1.O.[C-]#N.[Na+]. Product: [CH2:4]([CH:11]1[C:12](=[O:28])[N:13]([CH3:27])[C:14](=[CH:19][C:20]2[CH:25]=[CH:24][CH:23]=[CH:22][C:21]=2[C:1]#[N:2])[C:15](=[O:18])[N:16]1[CH3:17])[C:5]1[CH:10]=[CH:9][CH:8]=[CH:7][CH:6]=1. The catalyst class is: 60. (5) Reactant: [CH3:1][CH:2]([OH:21])[CH2:3][C:4]1[N:5]([CH2:17][CH:18]([CH3:20])[CH3:19])[C:6]2[C:15]3[CH:14]=[CH:13][CH:12]=[CH:11][C:10]=3[N:9]=[CH:8][C:7]=2[N:16]=1.[H-].[Na+].[CH3:24]I. Product: [CH3:24][O:21][CH:2]([CH3:1])[CH2:3][C:4]1[N:5]([CH2:17][CH:18]([CH3:20])[CH3:19])[C:6]2[C:15]3[CH:14]=[CH:13][CH:12]=[CH:11][C:10]=3[N:9]=[CH:8][C:7]=2[N:16]=1. The catalyst class is: 9. (6) Reactant: [H-].[Na+].[I-].[CH3:4][S+](C)(C)=O.[Br:9][C:10]1[CH:18]=[CH:17][C:16]2[C:12](=[CH:13][N:14]([CH3:19])[N:15]=2)[C:11]=1/[CH:20]=[CH:21]/[C:22]#[N:23]. Product: [Br:9][C:10]1[CH:18]=[CH:17][C:16]2[C:12](=[CH:13][N:14]([CH3:19])[N:15]=2)[C:11]=1[CH:20]1[CH2:4][CH:21]1[C:22]#[N:23]. The catalyst class is: 148. (7) Reactant: [CH3:1][O:2][C:3]1[CH:4]=[C:5]([NH:15][C:16]([NH2:18])=[S:17])[CH:6]=[CH:7][C:8]=1[N:9]1[CH:13]=[C:12]([CH3:14])[N:11]=[CH:10]1.Br[CH:20]1[C:25](=O)[CH:24]([C:27]2[CH:32]=[CH:31][CH:30]=[CH:29][C:28]=2[Cl:33])[CH2:23][CH2:22][CH2:21]1. Product: [Cl:33][C:28]1[CH:29]=[CH:30][CH:31]=[CH:32][C:27]=1[CH:24]1[C:23]2[N:18]=[C:16]([NH:15][C:5]3[CH:6]=[CH:7][C:8]([N:9]4[CH:13]=[C:12]([CH3:14])[N:11]=[CH:10]4)=[C:3]([O:2][CH3:1])[CH:4]=3)[S:17][C:22]=2[CH2:21][CH2:20][CH2:25]1. The catalyst class is: 8. (8) The catalyst class is: 23. Reactant: [F:1][C:2]1[CH:7]=[CH:6][C:5]([C@H:8]2[CH2:10][O:9]2)=[CH:4][CH:3]=1.[Br:11][C:12]1[CH:13]=[C:14]([CH:16]=[CH:17][C:18]=1[Cl:19])[NH2:15].O. Product: [Br:11][C:12]1[CH:13]=[C:14]([NH:15][C@H:8]([C:5]2[CH:6]=[CH:7][C:2]([F:1])=[CH:3][CH:4]=2)[CH2:10][OH:9])[CH:16]=[CH:17][C:18]=1[Cl:19].